Task: Predict which catalyst facilitates the given reaction.. Dataset: Catalyst prediction with 721,799 reactions and 888 catalyst types from USPTO (1) Reactant: [CH3:1][O:2][C:3](=[O:15])[CH2:4][C:5]1[CH:10]=[CH:9][C:8]([Br:11])=[CH:7][C:6]=1[N+]([O-])=O.[N:16](OCCC(C)C)=[O:17].[CH3:24]C[O-].[Na+].Cl. Product: [CH2:1]([O:2][C:3]([C:4]1[C:5]2[CH:10]=[CH:9][C:8]([Br:11])=[CH:7][C:6]=2[O:17][N:16]=1)=[O:15])[CH3:24]. The catalyst class is: 8. (2) Reactant: [C:1]([O:5][C:6]([NH:8][C@H:9]([C:18](OC)=[O:19])[CH2:10][S:11][C:12]1[CH:17]=[CH:16][CH:15]=[CH:14][CH:13]=1)=[O:7])([CH3:4])([CH3:3])[CH3:2].CC(C[AlH]CC(C)C)C. Product: [OH:19][CH2:18][CH:9]([NH:8][C:6](=[O:7])[O:5][C:1]([CH3:3])([CH3:2])[CH3:4])[CH2:10][S:11][C:12]1[CH:17]=[CH:16][CH:15]=[CH:14][CH:13]=1. The catalyst class is: 133. (3) Reactant: [C:1]([O:4][CH2:5][C:6]1[C:7]([C:21]([O:23][CH2:24][CH3:25])=[O:22])=[N:8][O:9][C:10]=1[C:11]1[CH:16]=[CH:15][CH:14]=[C:13](/[CH:17]=[CH:18]/[CH2:19][OH:20])[CH:12]=1)(=[O:3])[CH3:2].O[C:27]1[C:28]([OH:37])=[C:29]([CH:34]=[CH:35][CH:36]=1)[C:30]([O:32][CH3:33])=[O:31].C1C=CC(P(C2C=CC=CC=2)C2C=CC=CC=2)=CC=1.N#N.CCOC(/N=N/C(OCC)=O)=O. Product: [C:1]([O:4][CH2:5][C:6]1[C:7]([C:21]([O:23][CH2:24][CH3:25])=[O:22])=[N:8][O:9][C:10]=1[C:11]1[CH:16]=[CH:15][CH:14]=[C:13](/[CH:17]=[CH:18]/[CH2:19][O:20][C:34]2[CH:35]=[CH:36][CH:27]=[C:28]([OH:37])[C:29]=2[C:30]([O:32][CH3:33])=[O:31])[CH:12]=1)(=[O:3])[CH3:2]. The catalyst class is: 1. (4) Reactant: Cl[C:2]1[C:11]2[C:6](=[CH:7][C:8]([O:14][CH3:15])=[C:9]([O:12][CH3:13])[CH:10]=2)[N:5]=[CH:4][N:3]=1.[NH2:16][C:17]1[S:18][C:19]2[CH:25]=[CH:24][C:23]([NH:26][C:27]([NH:29][C:30]3[CH:35]=[CH:34][C:33]([Cl:36])=[C:32]([C:37]([F:40])([F:39])[F:38])[CH:31]=3)=[O:28])=[CH:22][C:20]=2[N:21]=1.O1CCOCC1. Product: [Cl:36][C:33]1[CH:34]=[CH:35][C:30]([NH:29][C:27]([NH:26][C:23]2[CH:24]=[CH:25][C:19]3[S:18][C:17]([NH:16][C:2]4[C:11]5[C:6](=[CH:7][C:8]([O:14][CH3:15])=[C:9]([O:12][CH3:13])[CH:10]=5)[N:5]=[CH:4][N:3]=4)=[N:21][C:20]=3[CH:22]=2)=[O:28])=[CH:31][C:32]=1[C:37]([F:39])([F:38])[F:40]. The catalyst class is: 9. (5) Reactant: C[Si]([C:5]#[C:6][C:7]1[CH:8]=[C:9]([CH:12]=[O:13])[S:10][CH:11]=1)(C)C.C(=O)([O-])[O-].[K+].[K+].O. Product: [C:6]([C:7]1[CH:8]=[C:9]([CH:12]=[O:13])[S:10][CH:11]=1)#[CH:5]. The catalyst class is: 125.